Binary Classification. Given a miRNA mature sequence and a target amino acid sequence, predict their likelihood of interaction. From a dataset of Experimentally validated miRNA-target interactions with 360,000+ pairs, plus equal number of negative samples. The miRNA is hsa-miR-3916 with sequence AAGAGGAAGAAAUGGCUGGUUCUCAG. The protein sequence of the target gene is MRGSGPRGAGHRRTQGRGGGDDTPRVPASLAGCYSAPLKGPLWTCLLLCAALRTLLASPSNEVNLLDSRTVMGDLGWIAFPKNGWEEIGEVDENYAPIHTYQVCKVMEQNQNNWLLTSWISNEGASRIFIELKFTLRDCNSLPGGLGTCKETFNMYYFESDDENGRSIKENQYIKIDTIAADESFTELDLGDRVMKLNTEVRDVGPLSKKGFYLAFQDVGACIALVSVRVYYKKCPSVVRHLAIFPDTITGADSSQLLEVSGSCVNHSVTDDPPKMHCSAEGEWLVPIGKCMCKAGYEEK.... Result: 0 (no interaction).